From a dataset of Full USPTO retrosynthesis dataset with 1.9M reactions from patents (1976-2016). Predict the reactants needed to synthesize the given product. (1) Given the product [F:1][C:2]1[CH:7]=[CH:6][C:5]([F:8])=[CH:4][C:3]=1[S:9]([NH:12][C:13]1[CH:18]=[CH:17][CH:16]=[C:15]([C:19]2[C:23]([C:24]3[CH:29]=[CH:28][N:27]=[CH:26][CH:25]=3)=[CH:22][N:21]([CH:39]3[CH2:34][O:37][CH2:38]3)[N:20]=2)[C:14]=1[F:30])(=[O:10])=[O:11], predict the reactants needed to synthesize it. The reactants are: [F:1][C:2]1[CH:7]=[CH:6][C:5]([F:8])=[CH:4][C:3]=1[S:9]([NH:12][C:13]1[CH:18]=[CH:17][CH:16]=[C:15]([C:19]2[C:23]([C:24]3[CH:29]=[CH:28][N:27]=[CH:26][CH:25]=3)=[CH:22][NH:21][N:20]=2)[C:14]=1[F:30])(=[O:11])=[O:10].[H-].[Na+].Cl.[C:34]([O:37][CH2:38][CH3:39])(=O)C. (2) Given the product [ClH:15].[NH:7]([C:16]([C:18]1[C:26]2[C:21](=[CH:22][CH:23]=[CH:24][CH:25]=2)[N:20]([C:27]2[C:36]3[C:31](=[CH:32][CH:33]=[CH:34][CH:35]=3)[N:30]=[C:29]([C:37]([F:39])([F:38])[F:40])[CH:28]=2)[CH:19]=1)=[O:17])[C:6]([NH2:8])=[NH:5], predict the reactants needed to synthesize it. The reactants are: C[O-].[Na+].Cl.[NH2:5][C:6]([NH2:8])=[NH:7].O1CCCC1.Cl.[Cl:15][C:16]([C:18]1[C:26]2[C:21](=[CH:22][CH:23]=[CH:24][CH:25]=2)[N:20]([C:27]2[C:36]3[C:31](=[CH:32][CH:33]=[CH:34][CH:35]=3)[N:30]=[C:29]([C:37]([F:40])([F:39])[F:38])[CH:28]=2)[CH:19]=1)=[O:17]. (3) Given the product [OH:42][CH2:41][CH2:40][CH2:39][O:1][C:2]1[CH:7]=[C:6]([O:8][CH3:9])[CH:5]=[CH:4][C:3]=1[CH:10]1[C:18]2[C:13](=[CH:14][CH:15]=[C:16]([O:19][CH2:20][CH2:21][CH3:22])[CH:17]=2)[CH:12]([C:23]2[CH:28]=[CH:27][C:26]3[O:29][CH2:30][O:31][C:25]=3[CH:24]=2)[CH:11]1[C:32]([O:34][CH3:35])=[O:33], predict the reactants needed to synthesize it. The reactants are: [OH:1][C:2]1[CH:7]=[C:6]([O:8][CH3:9])[CH:5]=[CH:4][C:3]=1[CH:10]1[C:18]2[C:13](=[CH:14][CH:15]=[C:16]([O:19][CH2:20][CH2:21][CH3:22])[CH:17]=2)[CH:12]([C:23]2[CH:28]=[CH:27][C:26]3[O:29][CH2:30][O:31][C:25]=3[CH:24]=2)[CH:11]1[C:32]([O:34][CH3:35])=[O:33].[H-].[Na+].Br[CH2:39][CH2:40][CH2:41][OH:42]. (4) Given the product [Br:14][CH2:11][C:8]1[CH:9]=[CH:10][C:5]([O:4][CH2:3][CH2:2][F:1])=[CH:6][CH:7]=1, predict the reactants needed to synthesize it. The reactants are: [F:1][CH2:2][CH2:3][O:4][C:5]1[CH:10]=[CH:9][C:8]([CH2:11]O)=[CH:7][CH:6]=1.C(Br)(Br)(Br)[Br:14].C1C=CC(P(C2C=CC=CC=2)C2C=CC=CC=2)=CC=1. (5) Given the product [CH:13]1([O:12][C:6]2[N:5]=[C:4]3[C:9]([N:10]=[C:2]([O:28][CH3:26])[N:3]3[CH:17]3[CH2:22][CH2:21][CH2:20][CH2:19][O:18]3)=[C:8]([NH2:11])[N:7]=2)[CH2:16][CH2:15][CH2:14]1, predict the reactants needed to synthesize it. The reactants are: Br[C:2]1[N:3]([CH:17]2[CH2:22][CH2:21][CH2:20][CH2:19][O:18]2)[C:4]2[C:9]([N:10]=1)=[C:8]([NH2:11])[N:7]=[C:6]([O:12][CH:13]1[CH2:16][CH2:15][CH2:14]1)[N:5]=2.C[O-].[Na+].[C:26](OCC)(=[O:28])C.O.